This data is from Catalyst prediction with 721,799 reactions and 888 catalyst types from USPTO. The task is: Predict which catalyst facilitates the given reaction. (1) Reactant: [O:1]1CC[CH2:3][CH:2]1C(O)=O.C1N=CN(C(N2C=NC=C2)=O)C=1.[NH2:21][C:22]1[C:31]2[C:26](=[CH:27][C:28]([O:34][CH3:35])=[C:29]([O:32][CH3:33])[CH:30]=2)[N:25]=[C:24]([CH2:36][NH:37][CH2:38][CH2:39][CH2:40][NH:41][C:42]([CH:44]2[CH2:48][CH2:47][CH2:46][O:45]2)=[O:43])[N:23]=1. Product: [C:2]([NH:21][C:22]1[C:31]2[C:26](=[CH:27][C:28]([O:34][CH3:35])=[C:29]([O:32][CH3:33])[CH:30]=2)[N:25]=[C:24]([CH2:36][NH:37][CH2:38][CH2:39][CH2:40][NH:41][C:42]([CH:44]2[CH2:48][CH2:47][CH2:46][O:45]2)=[O:43])[N:23]=1)(=[O:1])[CH3:3]. The catalyst class is: 4. (2) Reactant: [Na+].[C:2]([C:5]1[N:6]=[C:7]([N:10]2[CH2:13][CH:12]([S:14][C:15]3[C@H:16]([CH3:29])[C@@H:17]4[C@@H:24]([C@H:25]([OH:27])[CH3:26])[C:23](=[O:28])[N:18]4[C:19]=3[C:20]([O-:22])=[O:21])[CH2:11]2)[S:8][CH:9]=1)(=[O:4])[NH2:3].[C:30]([O:36][CH2:37]I)(=[O:35])[C:31]([CH3:34])([CH3:33])[CH3:32].C(OCC)(=O)C. Product: [C:2]([C:5]1[N:6]=[C:7]([N:10]2[CH2:13][CH:12]([S:14][C:15]3[C@H:16]([CH3:29])[C@@H:17]4[C@@H:24]([C@H:25]([OH:27])[CH3:26])[C:23](=[O:28])[N:18]4[C:19]=3[C:20]([O:22][CH2:37][O:36][C:30](=[O:35])[C:31]([CH3:34])([CH3:33])[CH3:32])=[O:21])[CH2:11]2)[S:8][CH:9]=1)(=[O:4])[NH2:3]. The catalyst class is: 44.